This data is from Reaction yield outcomes from USPTO patents with 853,638 reactions. The task is: Predict the reaction yield, written as a fraction of the theoretical maximum amount of product (1.0 means a 100% yield; for example, 0.34 means a 34% yield). (1) The reactants are [Si:1]([O:8][CH2:9][CH2:10][CH2:11][N:12]1[C:17](=[O:18])[C:16]2[C:19](C(C3C=CC(Cl)=CC=3)O)=[C:20](Cl)[N:21]=[CH:22][C:15]=2[N:14]([CH3:33])[C:13]1=[O:34])([C:4]([CH3:7])([CH3:6])[CH3:5])([CH3:3])[CH3:2].C([O-])([O-])=O.[Cs+].[Cs+].CN(C)CC(O)=O.[Cl:48][C:49]1[CH:50]=[C:51]([OH:55])[CH:52]=[CH:53][CH:54]=1. The catalyst is O1CCOCC1.[Cu]I. The product is [Si:1]([O:8][CH2:9][CH2:10][CH2:11][N:12]1[C:17](=[O:18])[C:16]2[CH:19]=[C:20]([O:55][C:51]3[CH:52]=[CH:53][CH:54]=[C:49]([Cl:48])[CH:50]=3)[N:21]=[CH:22][C:15]=2[N:14]([CH3:33])[C:13]1=[O:34])([C:4]([CH3:7])([CH3:6])[CH3:5])([CH3:2])[CH3:3]. The yield is 0.630. (2) The reactants are [CH2:1]([N:3]1[C:8]2[CH:9]=[C:10]([N:13](OC)[CH3:14])[N:11]=[CH:12][C:7]=2[CH2:6][N:5]([C:17]2[CH:22]=[CH:21][C:20]([F:23])=[C:19]([N+:24]([O-])=O)[CH:18]=2)[C:4]1=[O:27])[CH3:2].[H][H]. The catalyst is CO.[Pd]. The product is [NH2:24][C:19]1[CH:18]=[C:17]([N:5]2[CH2:6][C:7]3[CH:12]=[N:11][C:10]([NH:13][CH3:14])=[CH:9][C:8]=3[N:3]([CH2:1][CH3:2])[C:4]2=[O:27])[CH:22]=[CH:21][C:20]=1[F:23]. The yield is 0.840. (3) The reactants are [F:1][C:2]1[CH:10]=[C:9]2[C:5]([CH:6]=[N:7][NH:8]2)=[CH:4][C:3]=1[NH2:11].[Cl:12][C:13]1[CH:18]=[CH:17][C:16]([CH:19]2[CH2:24][C:23](=[O:25])[NH:22][C:21]([CH3:26])=[C:20]2[C:27](O)=[O:28])=[CH:15][C:14]=1[O:30][CH3:31].C(Cl)CCl.CCN(CC)CC. The catalyst is CN(C=O)C.CCOC(C)=O.Cl. The product is [Cl:12][C:13]1[CH:18]=[CH:17][C:16]([CH:19]2[CH2:24][C:23](=[O:25])[NH:22][C:21]([CH3:26])=[C:20]2[C:27]([NH:11][C:3]2[CH:4]=[C:5]3[C:9](=[CH:10][C:2]=2[F:1])[NH:8][N:7]=[CH:6]3)=[O:28])=[CH:15][C:14]=1[O:30][CH3:31]. The yield is 0.290. (4) The reactants are [Cl:1][C:2]1[CH:9]=[CH:8][C:5]([CH2:6][NH2:7])=[C:4]([CH3:10])[CH:3]=1.F[C:12]1[CH:20]=[N:19][CH:18]=[CH:17][C:13]=1[C:14]([OH:16])=[O:15]. No catalyst specified. The product is [Cl:1][C:2]1[CH:9]=[CH:8][C:5]([CH2:6][NH:7][C:17]2[CH:18]=[N:19][CH:20]=[CH:12][C:13]=2[C:14]([OH:16])=[O:15])=[C:4]([CH3:10])[CH:3]=1. The yield is 0.450. (5) The yield is 0.980. The catalyst is O1CCCC1. The product is [Cl:8][C:21]1[CH:22]=[N:23][N:24]([CH3:25])[C:20]=1[C:12]1[CH:13]=[C:14]([C:16]([OH:18])=[O:17])[S:15][C:11]=1[O:10][CH3:9]. The reactants are C1C(=O)N([Cl:8])C(=O)C1.[CH3:9][O:10][C:11]1[S:15][C:14]([C:16]([O:18]C)=[O:17])=[CH:13][C:12]=1[C:20]1[N:24]([CH3:25])[N:23]=[CH:22][CH:21]=1.[OH-].[Na+]. (6) The reactants are Cl.Cl[CH2:3][CH:4]1[CH2:7][N:6]([CH:8]([CH3:10])[CH3:9])[CH2:5]1.[OH:11][C:12]1[CH:17]=[CH:16][C:15]([C:18]2([C:24]#[N:25])[CH2:23][CH2:22][O:21][CH2:20][CH2:19]2)=[CH:14][CH:13]=1.C(=O)([O-])[O-].[K+].[K+].[I-].[K+]. The catalyst is CN(C=O)C. The product is [CH:8]([N:6]1[CH2:7][CH:4]([CH2:3][O:11][C:12]2[CH:17]=[CH:16][C:15]([C:18]3([C:24]#[N:25])[CH2:23][CH2:22][O:21][CH2:20][CH2:19]3)=[CH:14][CH:13]=2)[CH2:5]1)([CH3:10])[CH3:9]. The yield is 0.600. (7) The catalyst is C1CCCCC1.C(OCC)(=O)C. The yield is 0.550. The reactants are [C:1]([O:5][C:6](=[O:14])[NH:7][CH:8]1[CH2:13][CH2:12][CH:11]=[CH:10][CH2:9]1)([CH3:4])([CH3:3])[CH3:2].[CH2:15](I)[CH:16]=[CH2:17]. The product is [C:1]([O:5][C:6](=[O:14])[N:7]([CH2:17][CH:16]=[CH2:15])[CH:8]1[CH2:13][CH2:12][CH:11]=[CH:10][CH2:9]1)([CH3:4])([CH3:2])[CH3:3]. (8) The reactants are [CH3:1][C:2]([O:5][C:6]([NH:8][CH2:9][C@H:10]1[CH2:14][CH2:13][N:12]([C:15]([O:17][CH2:18][C:19]2[CH:24]=[CH:23][CH:22]=[CH:21][CH:20]=2)=[O:16])[CH2:11]1)=[O:7])([CH3:4])[CH3:3].[CH3:25]I.[H-].[Na+].O. The catalyst is CN(C=O)C. The product is [CH3:25][N:8]([CH2:9][C@H:10]1[CH2:14][CH2:13][N:12]([C:15]([O:17][CH2:18][C:19]2[CH:20]=[CH:21][CH:22]=[CH:23][CH:24]=2)=[O:16])[CH2:11]1)[C:6]([O:5][C:2]([CH3:1])([CH3:3])[CH3:4])=[O:7]. The yield is 0.960. (9) The reactants are [H-].[H-].[H-].[H-].[Li+].[Al+3].C[C:8]1[C:9]([Cl:22])=[C:10]([Cl:21])[C:11](C)=[C:12]([C:17](O)=[O:18])[C:13]=1[C:14](O)=[O:15].[OH-].[Na+]. The product is [Cl:21][C:10]1[CH:11]=[C:12]([CH2:17][OH:18])[C:13]([CH2:14][OH:15])=[CH:8][C:9]=1[Cl:22]. The yield is 0.880. The catalyst is C1COCC1.C(OCC)C. (10) The reactants are [C:1]1(=[C:6]([CH3:12])[CH2:7][CH2:8][C:9]([OH:11])=[O:10])[CH:5]=[CH:4][CH:3]=[CH:2]1. The catalyst is C(OCC)(=O)C. The product is [CH:1]1([CH:6]([CH3:12])[CH2:7][CH2:8][C:9]([OH:11])=[O:10])[CH2:5][CH2:4][CH2:3][CH2:2]1. The yield is 0.920.